From a dataset of Full USPTO retrosynthesis dataset with 1.9M reactions from patents (1976-2016). Predict the reactants needed to synthesize the given product. The reactants are: Cl[C:2]1[CH:7]=[C:6]([C:8]2[CH:13]=[CH:12][CH:11]=[C:10]([CH3:14])[C:9]=2[CH3:15])[N:5]=[C:4]([NH2:16])[N:3]=1.[NH2:17][CH2:18][C:19]1[C:20](=[O:25])[NH:21][CH:22]=[CH:23][CH:24]=1.C(N(CC)CC)C.CO. Given the product [NH2:16][C:4]1[N:3]=[C:2]([NH:17][CH2:18][C:19]2[C:20](=[O:25])[NH:21][CH:22]=[CH:23][CH:24]=2)[CH:7]=[C:6]([C:8]2[CH:13]=[CH:12][CH:11]=[C:10]([CH3:14])[C:9]=2[CH3:15])[N:5]=1, predict the reactants needed to synthesize it.